The task is: Regression. Given two drug SMILES strings and cell line genomic features, predict the synergy score measuring deviation from expected non-interaction effect.. This data is from NCI-60 drug combinations with 297,098 pairs across 59 cell lines. Drug 1: CC1C(C(=O)NC(C(=O)N2CCCC2C(=O)N(CC(=O)N(C(C(=O)O1)C(C)C)C)C)C(C)C)NC(=O)C3=C4C(=C(C=C3)C)OC5=C(C(=O)C(=C(C5=N4)C(=O)NC6C(OC(=O)C(N(C(=O)CN(C(=O)C7CCCN7C(=O)C(NC6=O)C(C)C)C)C)C(C)C)C)N)C. Drug 2: C1=NC(=NC(=O)N1C2C(C(C(O2)CO)O)O)N. Cell line: ACHN. Synergy scores: CSS=4.52, Synergy_ZIP=-8.49, Synergy_Bliss=-10.9, Synergy_Loewe=-15.5, Synergy_HSA=-12.9.